This data is from NCI-60 drug combinations with 297,098 pairs across 59 cell lines. The task is: Regression. Given two drug SMILES strings and cell line genomic features, predict the synergy score measuring deviation from expected non-interaction effect. (1) Drug 1: CC(C1=C(C=CC(=C1Cl)F)Cl)OC2=C(N=CC(=C2)C3=CN(N=C3)C4CCNCC4)N. Drug 2: C1CNP(=O)(OC1)N(CCCl)CCCl. Cell line: SR. Synergy scores: CSS=47.1, Synergy_ZIP=-0.232, Synergy_Bliss=-3.50, Synergy_Loewe=-50.4, Synergy_HSA=-5.36. (2) Drug 1: CCCCCOC(=O)NC1=NC(=O)N(C=C1F)C2C(C(C(O2)C)O)O. Drug 2: CC1=C(N=C(N=C1N)C(CC(=O)N)NCC(C(=O)N)N)C(=O)NC(C(C2=CN=CN2)OC3C(C(C(C(O3)CO)O)O)OC4C(C(C(C(O4)CO)O)OC(=O)N)O)C(=O)NC(C)C(C(C)C(=O)NC(C(C)O)C(=O)NCCC5=NC(=CS5)C6=NC(=CS6)C(=O)NCCC[S+](C)C)O. Cell line: HOP-62. Synergy scores: CSS=52.2, Synergy_ZIP=0.575, Synergy_Bliss=0.150, Synergy_Loewe=-34.3, Synergy_HSA=2.36. (3) Drug 1: C1CCN(CC1)CCOC2=CC=C(C=C2)C(=O)C3=C(SC4=C3C=CC(=C4)O)C5=CC=C(C=C5)O. Drug 2: CC12CCC3C(C1CCC2=O)CC(=C)C4=CC(=O)C=CC34C. Cell line: UO-31. Synergy scores: CSS=46.2, Synergy_ZIP=-1.29, Synergy_Bliss=-1.68, Synergy_Loewe=-0.704, Synergy_HSA=-0.804.